From a dataset of Full USPTO retrosynthesis dataset with 1.9M reactions from patents (1976-2016). Predict the reactants needed to synthesize the given product. (1) Given the product [Cl:52][C@H:10]1[CH2:11][C@@:12]2([CH3:13])[C@@H:17]([CH2:16][CH2:15][C@@H:14]2[OH:22])[C@H:18]2[C@H:9]1[C@@H:6]1[C:4]([CH2:5][C@H:19]2[CH3:20])=[CH:1][C:3](=[O:23])[CH2:8][CH2:7]1, predict the reactants needed to synthesize it. The reactants are: [CH2:1]([C@:3]1([OH:23])[CH2:8][CH2:7][C@H:6]2[C@H:9]3[C@H:18]([C@@H:19](F)[CH2:20][C@:4]12[CH3:5])[C@@H:17]1[C:12](=[CH:13][C:14](=[O:22])[CH2:15][CH2:16]1)[CH2:11][CH2:10]3)C.C([Mg]Br)C.C([C@@H]1CC2[C@H](CCC(=O)C=2)[C@@H]2[C@@H]1[C@H]1[C@@](C[C@@H]2F)(C)C(=O)CC1)C.C(Cl)(Cl)[Cl:52]. (2) Given the product [CH:1]1([NH:6][C:7]2[C:12]([NH:13][C:22](=[O:28])[C:23]([O:25][CH2:26][CH3:27])=[O:24])=[CH:11][CH:10]=[CH:9][N:8]=2)[CH2:2][CH2:3][CH2:4][CH2:5]1, predict the reactants needed to synthesize it. The reactants are: [CH:1]1([NH:6][C:7]2[C:12]([NH2:13])=[CH:11][CH:10]=[CH:9][N:8]=2)[CH2:5][CH2:4][CH2:3][CH2:2]1.C(N(CC)CC)C.Cl[C:22](=[O:28])[C:23]([O:25][CH2:26][CH3:27])=[O:24].